Dataset: Forward reaction prediction with 1.9M reactions from USPTO patents (1976-2016). Task: Predict the product of the given reaction. (1) Given the reactants Br[C:2]1[CH:3]=[N:4][C:5]([N:8]2[C:16]3[C:11](=[CH:12][CH:13]=[C:14]([C:17]([N:19]4[CH2:24][CH2:23][O:22][CH2:21][CH2:20]4)=[O:18])[CH:15]=3)[C:10]([S:25][CH3:26])=[CH:9]2)=[N:6][CH:7]=1.[Cl:27][C:28]1[CH:33]=[CH:32][CH:31]=[CH:30][C:29]=1B(O)O, predict the reaction product. The product is: [Cl:27][C:28]1[CH:33]=[CH:32][CH:31]=[CH:30][C:29]=1[C:2]1[CH:3]=[N:4][C:5]([N:8]2[C:16]3[C:11](=[CH:12][CH:13]=[C:14]([C:17]([N:19]4[CH2:24][CH2:23][O:22][CH2:21][CH2:20]4)=[O:18])[CH:15]=3)[C:10]([S:25][CH3:26])=[CH:9]2)=[N:6][CH:7]=1. (2) Given the reactants [CH3:1][O:2][C:3]1[CH:28]=[CH:27][C:6]([CH2:7][N:8]2[C:14](=[O:15])[C@H:13]([NH:16]C(=O)OCC3C=CC=CC=3)[CH2:12][O:11][CH2:10][CH2:9]2)=[CH:5][CH:4]=1.Br, predict the reaction product. The product is: [NH2:16][C@@H:13]1[CH2:12][O:11][CH2:10][CH2:9][N:8]([CH2:7][C:6]2[CH:27]=[CH:28][C:3]([O:2][CH3:1])=[CH:4][CH:5]=2)[C:14]1=[O:15]. (3) Given the reactants [Cl:1][C:2]1[CH:7]=[CH:6][CH:5]=[C:4]([Cl:8])[C:3]=1[CH2:9][S:10]([C:13]1[CH:14]=[C:15]2[C:19](=[CH:20][CH:21]=1)[NH:18][C:17](=[O:22])/[C:16]/2=[CH:23]\[C:24]1[NH:28][C:27]([CH3:29])=[C:26]([C:30](O)=[O:31])[C:25]=1[CH3:33])(=[O:12])=[O:11].[CH:34]1([NH:37][CH2:38][C@@H:39]2[CH2:43][CH2:42][CH2:41][NH:40]2)[CH2:36][CH2:35]1, predict the reaction product. The product is: [CH:34]1([NH:37][CH2:38][C@@H:39]2[CH2:43][CH2:42][CH2:41][N:40]2[C:30]([C:26]2[C:25]([CH3:33])=[C:24](/[CH:23]=[C:16]3\[C:17](=[O:22])[NH:18][C:19]4[C:15]\3=[CH:14][C:13]([S:10]([CH2:9][C:3]3[C:2]([Cl:1])=[CH:7][CH:6]=[CH:5][C:4]=3[Cl:8])(=[O:11])=[O:12])=[CH:21][CH:20]=4)[NH:28][C:27]=2[CH3:29])=[O:31])[CH2:36][CH2:35]1. (4) Given the reactants [N:1]([C:4]1[CH:19]=[C:18]([F:20])[CH:17]=[CH:16][C:5]=1[C:6]([NH:8][C:9]1[CH:14]=[CH:13][C:12]([Cl:15])=[CH:11][CH:10]=1)=O)=[N+]=[N-].C(Cl)[Cl:22], predict the reaction product. The product is: [Cl:22][C:6]1[N:8]([C:9]2[CH:14]=[CH:13][C:12]([Cl:15])=[CH:11][CH:10]=2)[N:1]=[C:4]2[C:5]=1[CH:16]=[CH:17][C:18]([F:20])=[CH:19]2. (5) The product is: [CH3:24][C:25]([CH3:31])([CH3:30])[CH2:26][C:27]([NH:1][C:2]1[CH:15]=[CH:14][C:5]([C:6]([NH:8][C:9]2[S:10][CH:11]=[CH:12][N:13]=2)=[O:7])=[CH:4][C:3]=1[O:16][CH3:17])=[O:28]. Given the reactants [NH2:1][C:2]1[CH:15]=[CH:14][C:5]([C:6]([NH:8][C:9]2[S:10][CH:11]=[CH:12][N:13]=2)=[O:7])=[CH:4][C:3]=1[O:16][CH3:17].N1C=CC=CC=1.[CH3:24][C:25]([CH3:31])([CH3:30])[CH2:26][C:27](Cl)=[O:28], predict the reaction product. (6) Given the reactants [CH:1]1([C:7]2[C:16]3[C:11](=[CH:12][CH:13]=[C:14]([C:17]([OH:19])=O)[CH:15]=3)[CH2:10][CH2:9][N:8]=2)[CH2:6][CH2:5][CH2:4][CH2:3][CH2:2]1.C(N(CC)C(C)C)(C)C.[CH3:29][CH:30]([CH3:33])[CH2:31][NH2:32].O, predict the reaction product. The product is: [CH:1]1([C:7]2[C:16]3[C:11](=[CH:12][CH:13]=[C:14]([C:17]([NH:32][CH2:31][CH:30]([CH3:33])[CH3:29])=[O:19])[CH:15]=3)[CH2:10][CH2:9][N:8]=2)[CH2:2][CH2:3][CH2:4][CH2:5][CH2:6]1. (7) The product is: [OH:16][C@H:15]([CH2:14][CH2:13][N:8]1[C:9](=[O:12])[CH:10]=[N:11][C:6]2[CH:5]=[CH:4][C:3]([O:2][CH3:1])=[N:18][C:7]1=2)[CH2:17][NH:19][C@@H:20]1[CH2:24][N:23]([C:25]2[CH:26]=[CH:27][C:28]3[O:29][CH2:30][C:31](=[O:35])[NH:32][C:33]=3[N:34]=2)[C:22](=[O:36])[CH2:21]1. Given the reactants [CH3:1][O:2][C:3]1[CH:4]=[CH:5][C:6]2[N:11]=[CH:10][C:9](=[O:12])[N:8]([CH2:13][CH2:14][C@@H:15]3[CH2:17][O:16]3)[C:7]=2[N:18]=1.[NH2:19][C@@H:20]1[CH2:24][N:23]([C:25]2[CH:26]=[CH:27][C:28]3[O:29][CH2:30][C:31](=[O:35])[NH:32][C:33]=3[N:34]=2)[C:22](=[O:36])[CH2:21]1, predict the reaction product. (8) Given the reactants [OH:1][C:2]1[CH:3]=[C:4]([CH:7]=[CH:8][C:9]=1[OH:10])[CH:5]=[O:6].C(=O)([O-])[O-].[K+].[K+].Br[CH2:18][CH2:19][O:20][CH2:21][C:22]1[CH:27]=[CH:26][CH:25]=[CH:24][CH:23]=1.[Cl-].[NH4+], predict the reaction product. The product is: [CH2:21]([O:20][CH2:19][CH2:18][O:10][C:9]1[CH:8]=[CH:7][C:4]([CH:5]=[O:6])=[CH:3][C:2]=1[OH:1])[C:22]1[CH:27]=[CH:26][CH:25]=[CH:24][CH:23]=1. (9) Given the reactants [O:1]=[CH:2][C@@H:3]([C@H:5]([C@@H:7]([CH2:9][OH:10])[OH:8])[OH:6])[OH:4].OS(O)(=O)=O.[CH3:16][C:17]([CH3:19])=O, predict the reaction product. The product is: [CH3:16][C:17]1([CH3:19])[O:1][C@@H:2]2[C@@H:3]([C@@H:5]([OH:6])[C@@H:7]([CH2:9][OH:10])[O:8]2)[O:4]1.